Dataset: Reaction yield outcomes from USPTO patents with 853,638 reactions. Task: Predict the reaction yield, written as a fraction of the theoretical maximum amount of product (1.0 means a 100% yield; for example, 0.34 means a 34% yield). (1) The reactants are [CH:1]1([N:5]2[C:9]3=[N:10][CH:11]=[CH:12][CH:13]=[C:8]3[C:7]([C:14]#[N:15])=[CH:6]2)[CH2:4][CH2:3][CH2:2]1.ClC1C=C(C=CC=1)C(OO)=[O:21]. The catalyst is C(Cl)Cl. The product is [C:14]([C:7]1[C:8]2[C:9](=[N+:10]([O-:21])[CH:11]=[CH:12][CH:13]=2)[N:5]([CH:1]2[CH2:4][CH2:3][CH2:2]2)[CH:6]=1)#[N:15]. The yield is 0.600. (2) The reactants are [CH3:1][C:2]1([C:5]([OH:7])=O)[CH2:4][CH2:3]1.O=C1N(P(Cl)(N2CCOC2=O)=O)CCO1.C(N(CC)CC)C.[Br:30][C:31]1[C:32]([F:41])=[C:33]2[C:39]([NH2:40])=[CH:38][NH:37][C:34]2=[N:35][CH:36]=1.C([O-])([O-])=O.[Na+].[Na+]. The catalyst is C(Cl)Cl. The product is [Br:30][C:31]1[C:32]([F:41])=[C:33]2[C:39]([NH:40][C:5]([C:2]3([CH3:1])[CH2:4][CH2:3]3)=[O:7])=[CH:38][NH:37][C:34]2=[N:35][CH:36]=1. The yield is 0.684. (3) The reactants are Cl[C:2]1[N:7]=[N:6][C:5]([C:8]([NH2:10])=[O:9])=[C:4]([NH:11][C:12]2[CH:17]=[CH:16][C:15]([CH3:18])=[C:14]([CH3:19])[N:13]=2)[CH:3]=1.[CH2:20]([NH2:23])[CH2:21][NH2:22]. The catalyst is CN1C(=O)CCC1. The product is [NH2:22][CH2:21][CH2:20][NH:23][C:2]1[N:7]=[N:6][C:5]([C:8]([NH2:10])=[O:9])=[C:4]([NH:11][C:12]2[CH:17]=[CH:16][C:15]([CH3:18])=[C:14]([CH3:19])[N:13]=2)[CH:3]=1. The yield is 0.701.